Dataset: Full USPTO retrosynthesis dataset with 1.9M reactions from patents (1976-2016). Task: Predict the reactants needed to synthesize the given product. (1) Given the product [I:1][C:2]1[C:3](=[O:36])[NH:4][C:5](=[O:27])[N:6]([CH2:8][CH2:9][CH2:10][N:11]2[CH2:16][CH:15]3[C:13]([C:17]4[CH:22]=[CH:21][CH:20]=[C:19]([C:23]([F:26])([F:25])[F:24])[CH:18]=4)([CH2:14]3)[CH2:12]2)[CH:7]=1, predict the reactants needed to synthesize it. The reactants are: [I:1][C:2]1[C:3](=[O:36])[N:4](C(C2C=CC=CC=2)=O)[C:5](=[O:27])[N:6]([CH2:8][CH2:9][CH2:10][N:11]2[CH2:16][CH:15]3[C:13]([C:17]4[CH:22]=[CH:21][CH:20]=[C:19]([C:23]([F:26])([F:25])[F:24])[CH:18]=4)([CH2:14]3)[CH2:12]2)[CH:7]=1.CO. (2) The reactants are: [Cl:1][C:2]1[CH:3]=[C:4]([C:8]([NH:10][NH:11][C:12]([C:14]2[S:19][CH2:18][CH2:17][O:16][N:15]=2)=[O:13])=O)[CH:5]=[CH:6][CH:7]=1. Given the product [Cl:1][C:2]1[CH:3]=[C:4]([C:8]2[O:13][C:12]([C:14]3[S:19][CH2:18][CH2:17][O:16][N:15]=3)=[N:11][N:10]=2)[CH:5]=[CH:6][CH:7]=1, predict the reactants needed to synthesize it. (3) The reactants are: C(Cl)Cl.C(OC(=O)/C=C/[C@H:10]1[CH2:14][CH2:13][C@@H:12]([C:15]2[CH:20]=[C:19]([F:21])[C:18]([F:22])=[C:17]([F:23])[CH:16]=2)[N:11]1[C:24](=[O:28])[CH2:25][CH:26]=[CH2:27])C. Given the product [F:21][C:19]1[CH:20]=[C:15]([C@H:12]2[N:11]3[C@@H:10]([CH:27]=[CH:26][CH2:25][C:24]3=[O:28])[CH2:14][CH2:13]2)[CH:16]=[C:17]([F:23])[C:18]=1[F:22], predict the reactants needed to synthesize it. (4) Given the product [CH3:8][O:9][C:10]1[C:11]2[N:18]=[C:17]([NH:19][C:20]([N:22]3[CH2:26][CH2:25][C@@H:24]([NH:27][CH2:42][C:41]4[CH:44]=[CH:45][C:38]([F:37])=[C:39]([C:46]([F:49])([F:47])[F:48])[CH:40]=4)[CH2:23]3)=[O:21])[S:16][C:12]=2[N:13]=[CH:14][N:15]=1, predict the reactants needed to synthesize it. The reactants are: FC(F)(F)C(O)=O.[CH3:8][O:9][C:10]1[C:11]2[N:18]=[C:17]([NH:19][C:20]([N:22]3[CH2:26][CH2:25][CH:24]([NH2:27])[CH2:23]3)=[O:21])[S:16][C:12]=2[N:13]=[CH:14][N:15]=1.C(N(CC)C(C)C)(C)C.[F:37][C:38]1[CH:45]=[CH:44][C:41]([CH:42]=O)=[CH:40][C:39]=1[C:46]([F:49])([F:48])[F:47].C(O)(=O)C.C(O[BH-](OC(=O)C)OC(=O)C)(=O)C.[Na+]. (5) Given the product [Br:19][C:13]1[CH:14]=[CH:15][C:16]([Br:18])=[CH:17][C:12]=1[S:9]([NH:8][C@H:6]1[CH2:5][N:4]([C:20]([O:22][C:23]([CH3:26])([CH3:25])[CH3:24])=[O:21])[C@@H:3]([CH2:2][NH:1][C:28]([O:30][C:31]2[CH:36]=[CH:35][CH:34]=[CH:33][CH:32]=2)=[O:29])[CH2:7]1)(=[O:10])=[O:11], predict the reactants needed to synthesize it. The reactants are: [NH2:1][CH2:2][C@H:3]1[CH2:7][C@@H:6]([NH:8][S:9]([C:12]2[CH:17]=[C:16]([Br:18])[CH:15]=[CH:14][C:13]=2[Br:19])(=[O:11])=[O:10])[CH2:5][N:4]1[C:20]([O:22][C:23]([CH3:26])([CH3:25])[CH3:24])=[O:21].Cl[C:28]([O:30][C:31]1[CH:36]=[CH:35][CH:34]=[CH:33][CH:32]=1)=[O:29]. (6) Given the product [CH3:1][O:2][C:3](=[O:25])[CH2:4][C:5]1[CH:6]=[C:7]([C:13]2[CH:18]=[CH:17][C:16]([C:19]([F:22])([F:20])[F:21])=[CH:15][C:14]=2[CH2:23][NH:31][CH2:26][C:27]([CH3:30])([CH3:29])[CH3:28])[C:8]([O:11][CH3:12])=[CH:9][CH:10]=1, predict the reactants needed to synthesize it. The reactants are: [CH3:1][O:2][C:3](=[O:25])[CH2:4][C:5]1[CH:6]=[C:7]([C:13]2[CH:18]=[CH:17][C:16]([C:19]([F:22])([F:21])[F:20])=[CH:15][C:14]=2[CH:23]=O)[C:8]([O:11][CH3:12])=[CH:9][CH:10]=1.[CH2:26]([NH2:31])[C:27]([CH3:30])([CH3:29])[CH3:28]. (7) Given the product [Cl:1][C:2]1[CH:3]=[CH:4][C:5]2[S:9][CH:8]=[C:7]([CH2:10][N:11]3[C:19]4[C:14](=[CH:15][CH:16]=[CH:17][CH:18]=4)[C:13](=[N:28][C:27]4[CH:29]=[CH:30][CH:31]=[C:25]([C:24]([F:23])([F:32])[F:33])[CH:26]=4)[C:12]3=[O:21])[C:6]=2[CH:22]=1, predict the reactants needed to synthesize it. The reactants are: [Cl:1][C:2]1[CH:3]=[CH:4][C:5]2[S:9][CH:8]=[C:7]([CH2:10][N:11]3[C:19]4[C:14](=[CH:15][CH:16]=[CH:17][CH:18]=4)[C:13](=O)[C:12]3=[O:21])[C:6]=2[CH:22]=1.[F:23][C:24]([F:33])([F:32])[C:25]1[CH:26]=[C:27]([CH:29]=[CH:30][CH:31]=1)[NH2:28]. (8) Given the product [CH3:11][C:9]1[CH:8]=[CH:7][N:6]=[C:5]([C:3]2[N:21]=[C:19]([NH:18][C:13]3[N:14]=[CH:15][CH:16]=[CH:17][N:12]=3)[S:20][CH:2]=2)[CH:10]=1, predict the reactants needed to synthesize it. The reactants are: Br[CH2:2][C:3]([C:5]1[CH:10]=[C:9]([CH3:11])[CH:8]=[CH:7][N:6]=1)=O.[N:12]1[CH:17]=[CH:16][CH:15]=[N:14][C:13]=1[NH:18][C:19]([NH2:21])=[S:20].